Dataset: Full USPTO retrosynthesis dataset with 1.9M reactions from patents (1976-2016). Task: Predict the reactants needed to synthesize the given product. (1) Given the product [CH3:4][C:2]([O:5][C:6]([N:8]1[CH2:12][CH2:11][C@H:10]([CH2:13][C:14]([NH:35][C:36]2[N:40]([CH3:41])[N:39]=[CH:38][C:37]=2[C:42]([O:44][CH2:45][CH3:46])=[O:43])=[O:16])[CH2:9]1)=[O:7])([CH3:1])[CH3:3], predict the reactants needed to synthesize it. The reactants are: [CH3:1][C:2]([O:5][C:6]([N:8]1[CH2:12][CH2:11][C@@H:10]([CH2:13][C:14]([OH:16])=O)[CH2:9]1)=[O:7])([CH3:4])[CH3:3].[Cl-].ClC1N(C)CC[NH+]1C.CCN(C(C)C)C(C)C.[NH2:35][C:36]1[N:40]([CH3:41])[N:39]=[CH:38][C:37]=1[C:42]([O:44][CH2:45][CH3:46])=[O:43]. (2) Given the product [CH3:23][NH:24][C:25]([C@@H:27]1[CH2:31][CH2:30][CH2:29][N:28]1[C:20](=[O:21])/[CH:19]=[CH:18]/[C:9]1[CH:10]=[CH:11][C:12]([C:14]([F:16])([F:17])[F:15])=[CH:13][C:8]=1[CH2:7][N:5]1[N:4]=[N:3][C:2]([CH3:1])=[N:6]1)=[O:26], predict the reactants needed to synthesize it. The reactants are: [CH3:1][C:2]1[N:3]=[N:4][N:5]([CH2:7][C:8]2[CH:13]=[C:12]([C:14]([F:17])([F:16])[F:15])[CH:11]=[CH:10][C:9]=2/[CH:18]=[CH:19]/[C:20](O)=[O:21])[N:6]=1.[CH3:23][NH:24][C:25]([C@@H:27]1[CH2:31][CH2:30][CH2:29][NH:28]1)=[O:26]. (3) Given the product [C:5]([C:7]1[C:11]2[CH:12]=[CH:13][CH:14]=[CH:15][C:10]=2[S:9](=[O:17])(=[O:16])[N:8]=1)([OH:6])=[O:4], predict the reactants needed to synthesize it. The reactants are: [Li+].[OH-].C[O:4][C:5]([C:7]1[C:11]2[CH:12]=[CH:13][CH:14]=[CH:15][C:10]=2[S:9](=[O:17])(=[O:16])[N:8]=1)=[O:6]. (4) Given the product [NH2:15][C:8]([CH3:10])([CH2:7][C:2]1[CH:3]=[CH:4][CH:5]=[CH:6][N:1]=1)[C:11]#[N:12], predict the reactants needed to synthesize it. The reactants are: [N:1]1[CH:6]=[CH:5][CH:4]=[CH:3][C:2]=1[CH2:7][C:8]([CH3:10])=O.[C-:11]#[N:12].[Na+].[Cl-].[NH4+:15]. (5) Given the product [I:30][C:27]1[CH:28]=[C:29]2[C:24](=[CH:25][CH:26]=1)[C:23](=[O:31])[NH:22][C:21](=[O:32])/[C:20]/2=[CH:19]/[O:45][CH3:41].[CH3:33][N:2]([CH3:1])[CH2:3][CH2:4][CH2:5][N:6]1[CH2:7][CH2:8][CH:9]([C:12]2[CH:17]=[CH:16][C:15]([NH2:18])=[CH:14][CH:13]=2)[CH2:10][CH2:11]1, predict the reactants needed to synthesize it. The reactants are: [CH3:1][N:2]([CH3:33])[CH2:3][CH2:4][CH2:5][N:6]1[CH2:11][CH2:10][CH:9]([C:12]2[CH:17]=[CH:16][C:15]([NH:18]/[CH:19]=[C:20]3\[C:21](=[O:32])[NH:22][C:23](=[O:31])[C:24]4[C:29]\3=[CH:28][C:27]([I:30])=[CH:26][CH:25]=4)=[CH:14][CH:13]=2)[CH2:8][CH2:7]1.BrC1C=C2C(=CC=1)[C:41](=[O:45])NC(=O)C2=CNC1C=CC(N2CC(C)NC(C)C2)=CC=1. (6) Given the product [CH3:1][C:2]([CH3:9])([CH2:7][C:6](=[O:8])[O:10][C@H:11]1[CH2:28][CH2:27][C@@:26]2([CH3:29])[C@@H:13]([CH2:14][CH2:15][C@:16]3([CH3:55])[C@@H:25]2[CH2:24][CH2:23][C@H:22]2[C@@:17]3([CH3:54])[CH2:18][CH2:19][C@@:20]3([C:36]([N:38]4[CH2:42][CH2:41][CH2:40][C@H:39]4[C:43]4[NH:44][C:45]([C:48]5[CH:49]=[N:50][CH:51]=[CH:52][CH:53]=5)=[CH:46][N:47]=4)=[O:37])[CH2:32][CH2:31][C@@H:30]([C:33]([CH3:35])=[CH2:34])[C@@H:21]32)[C:12]1([CH3:57])[CH3:56])[C:3]([OH:5])=[O:4], predict the reactants needed to synthesize it. The reactants are: [CH3:1][C:2]1([CH3:9])[CH2:7][C:6](=[O:8])[O:5][C:3]1=[O:4].[OH:10][C@H:11]1[CH2:28][CH2:27][C@@:26]2([CH3:29])[C@@H:13]([CH2:14][CH2:15][C@:16]3([CH3:55])[C@@H:25]2[CH2:24][CH2:23][C@H:22]2[C@@:17]3([CH3:54])[CH2:18][CH2:19][C@@:20]3([C:36]([N:38]4[CH2:42][CH2:41][CH2:40][C@@H:39]4[C:43]4[NH:44][C:45]([C:48]5[CH:49]=[N:50][CH:51]=[CH:52][CH:53]=5)=[CH:46][N:47]=4)=[O:37])[CH2:32][CH2:31][C@@H:30]([C:33]([CH3:35])=[CH2:34])[C@@H:21]32)[C:12]1([CH3:57])[CH3:56]. (7) Given the product [CH3:1][C:2]1([CH3:12])[O:6][C:5](=[CH:7][C:8]([N:19]([CH2:18][C:17]2[CH:22]=[CH:23][C:14]([F:13])=[CH:15][CH:16]=2)[O:20][CH3:21])=[O:9])[C:4](=[O:11])[O:3]1, predict the reactants needed to synthesize it. The reactants are: [CH3:1][C:2]1([CH3:12])[O:6][C:5](=[CH:7][C:8](Cl)=[O:9])[C:4](=[O:11])[O:3]1.[F:13][C:14]1[CH:23]=[CH:22][C:17]([CH2:18][NH:19][O:20][CH3:21])=[CH:16][CH:15]=1.N1C=CC=CC=1. (8) Given the product [Br:6][C:7]1[N:8]=[C:9]([C:28]2[CH:33]=[CH:32][CH:31]=[CH:30][CH:29]=2)[N:10]([CH2:13][C:14]([N:16]2[CH2:17][CH2:18][N:19]([C:22]3[N:27]=[CH:26][CH:25]=[CH:24][N:23]=3)[CH2:20][CH2:21]2)=[O:15])[CH:11]=1, predict the reactants needed to synthesize it. The reactants are: C([Li])CCC.[Br:6][C:7]1[N:8]=[C:9]([C:28]2[CH:33]=[CH:32][CH:31]=[CH:30][CH:29]=2)[N:10]([CH2:13][C:14]([N:16]2[CH2:21][CH2:20][N:19]([C:22]3[N:27]=[CH:26][CH:25]=[CH:24][N:23]=3)[CH2:18][CH2:17]2)=[O:15])[C:11]=1Br.O.